This data is from CYP2C9 inhibition data for predicting drug metabolism from PubChem BioAssay. The task is: Regression/Classification. Given a drug SMILES string, predict its absorption, distribution, metabolism, or excretion properties. Task type varies by dataset: regression for continuous measurements (e.g., permeability, clearance, half-life) or binary classification for categorical outcomes (e.g., BBB penetration, CYP inhibition). Dataset: cyp2c9_veith. (1) The molecule is O=C(O)[C@H]1CCCNC1. The result is 0 (non-inhibitor). (2) The molecule is OCCCNCc1ccccn1. The result is 0 (non-inhibitor). (3) The compound is CCCOC(=O)[C@H]1[C@@H]2CC[C@@H](O2)[C@@H]1C(=O)O. The result is 0 (non-inhibitor). (4) The drug is C=CCOc1ccc(CNC(C)(C)CO)cc1OC.Cl. The result is 0 (non-inhibitor).